From a dataset of Merck oncology drug combination screen with 23,052 pairs across 39 cell lines. Regression. Given two drug SMILES strings and cell line genomic features, predict the synergy score measuring deviation from expected non-interaction effect. Drug 1: CCC1(O)CC2CN(CCc3c([nH]c4ccccc34)C(C(=O)OC)(c3cc4c(cc3OC)N(C)C3C(O)(C(=O)OC)C(OC(C)=O)C5(CC)C=CCN6CCC43C65)C2)C1. Drug 2: CC1(c2nc3c(C(N)=O)cccc3[nH]2)CCCN1. Cell line: A375. Synergy scores: synergy=-33.7.